Predict the reaction yield, written as a fraction of the theoretical maximum amount of product (1.0 means a 100% yield; for example, 0.34 means a 34% yield). From a dataset of Reaction yield outcomes from USPTO patents with 853,638 reactions. (1) The reactants are [F:1][C:2]1[CH:3]=[C:4]([OH:11])[CH:5]=[CH:6][C:7]=1[N+:8]([O-:10])=[O:9].[C:12](=O)([O-])[O-].[K+].[K+].CI.ClCCl. The catalyst is CC(C)=O. The product is [F:1][C:2]1[CH:3]=[C:4]([O:11][CH3:12])[CH:5]=[CH:6][C:7]=1[N+:8]([O-:10])=[O:9]. The yield is 0.980. (2) The reactants are Cl.[Cl:2][C:3]1[CH:4]=[C:5]2[C:15](=[CH:16][CH:17]=1)[O:14][C:8]1([CH2:13][CH2:12][NH:11][CH2:10][CH2:9]1)[CH2:7][C:6]2=[O:18].[C:19]([O:24][C@@H:25]([C:27]1[N:32]=[C:31](Cl)[CH:30]=[CH:29][N:28]=1)[CH3:26])(=[O:23])[CH2:20][CH2:21][CH3:22].C(N(CC)CC)C. The catalyst is C(O)(C)C. The product is [C:19]([O:24][C@@H:25]([C:27]1[N:28]=[C:29]([N:11]2[CH2:12][CH2:13][C:8]3([CH2:7][C:6](=[O:18])[C:5]4[C:15](=[CH:16][CH:17]=[C:3]([Cl:2])[CH:4]=4)[O:14]3)[CH2:9][CH2:10]2)[CH:30]=[CH:31][N:32]=1)[CH3:26])(=[O:23])[CH2:20][CH2:21][CH3:22]. The yield is 1.00. (3) The reactants are [Br:1][C:2]1[C:10]2[C:9](Cl)=[N:8][CH:7]=[N:6][C:5]=2[S:4][CH:3]=1.[N:12]1([CH2:17][CH2:18][O:19][CH2:20][CH:21]2[CH2:26][CH2:25][NH:24][CH2:23][CH2:22]2)[CH2:16][CH2:15][CH2:14][CH2:13]1.C(=O)([O-])[O-].[K+].[K+].C(OCC)(=O)C. The catalyst is C(#N)C.O. The product is [Br:1][C:2]1[C:10]2[C:9]([N:24]3[CH2:25][CH2:26][CH:21]([CH2:20][O:19][CH2:18][CH2:17][N:12]4[CH2:16][CH2:15][CH2:14][CH2:13]4)[CH2:22][CH2:23]3)=[N:8][CH:7]=[N:6][C:5]=2[S:4][CH:3]=1. The yield is 0.930. (4) The reactants are [F:1][CH:2]([F:30])[C:3]1[C:11]2[C:6](=[CH:7][C:8]([F:12])=[CH:9][CH:10]=2)[N:5]([S:13]([C:16]2[CH:21]=[CH:20][C:19]([O:22][CH3:23])=[C:18]([N:24]3[CH2:29][CH2:28][NH:27][CH2:26][CH2:25]3)[CH:17]=2)(=[O:15])=[O:14])[CH:4]=1.[C:31]([BH3-])#N.[Na+].C=O. The catalyst is CO. The product is [F:30][CH:2]([F:1])[C:3]1[C:11]2[C:6](=[CH:7][C:8]([F:12])=[CH:9][CH:10]=2)[N:5]([S:13]([C:16]2[CH:21]=[CH:20][C:19]([O:22][CH3:23])=[C:18]([N:24]3[CH2:29][CH2:28][N:27]([CH3:31])[CH2:26][CH2:25]3)[CH:17]=2)(=[O:15])=[O:14])[CH:4]=1. The yield is 0.620. (5) The reactants are [CH3:1][C:2]1[CH:7]=[CH:6][C:5]([CH:8](O)[C:9]([CH3:11])=[CH2:10])=[CH:4][CH:3]=1.[CH2:13]=[CH:14][O:15]CCOCCOCCOC=C. The catalyst is C([O-])(=O)C.[Hg+2].C([O-])(=O)C. The product is [CH3:11][C:9](=[CH2:10])[CH:8]([C:5]1[CH:6]=[CH:7][C:2]([CH3:1])=[CH:3][CH:4]=1)[CH2:13][CH:14]=[O:15]. The yield is 0.430.